This data is from Full USPTO retrosynthesis dataset with 1.9M reactions from patents (1976-2016). The task is: Predict the reactants needed to synthesize the given product. (1) The reactants are: [NH2:1][C:2]1[CH:7]=[CH:6][C:5]([C:8]2[N:9]=[C:10]3[C:15]([CH3:16])=[CH:14][CH:13]=[CH:12][N:11]3[CH:17]=2)=[CH:4][CH:3]=1.C(N(CC)CC)C.[Cl:25][CH2:26][CH2:27][CH2:28][S:29](Cl)(=[O:31])=[O:30]. Given the product [CH3:16][C:15]1[C:10]2[N:11]([CH:17]=[C:8]([C:5]3[CH:4]=[CH:3][C:2]([NH:1][S:29]([CH2:28][CH2:27][CH2:26][Cl:25])(=[O:31])=[O:30])=[CH:7][CH:6]=3)[N:9]=2)[CH:12]=[CH:13][CH:14]=1, predict the reactants needed to synthesize it. (2) Given the product [Br:1][C:2]1[CH:7]=[CH:6][C:5]([O:8][CH3:9])=[CH:4][C:3]=1[O:10][CH2:12][CH2:13][O:14][CH3:15], predict the reactants needed to synthesize it. The reactants are: [Br:1][C:2]1[CH:7]=[CH:6][C:5]([O:8][CH3:9])=[CH:4][C:3]=1[OH:10].Br[CH2:12][CH2:13][O:14][CH3:15]. (3) Given the product [CH3:14][N:7]1[C:8]2[C:4](=[CH:3][C:2]([C:22]3[CH:23]=[N:24][C:19]([CH3:18])=[CH:20][CH:21]=3)=[CH:10][C:9]=2[C:11]([OH:13])=[O:12])[C:5]([CH:15]([CH3:17])[CH3:16])=[CH:6]1, predict the reactants needed to synthesize it. The reactants are: Br[C:2]1[CH:3]=[C:4]2[C:8](=[C:9]([C:11]([OH:13])=[O:12])[CH:10]=1)[N:7]([CH3:14])[CH:6]=[C:5]2[CH:15]([CH3:17])[CH3:16].[CH3:18][C:19]1[N:24]=[CH:23][C:22](B(O)O)=[CH:21][CH:20]=1.C([O-])([O-])=O.[K+].[K+]. (4) Given the product [C:1]([C:3]1[CH:4]=[C:5]([C:19]2[CH:27]=[C:26]3[C:22]([CH:23]=[N:24][NH:25]3)=[C:21]([NH:28][C:29]([C:31]3[N:32]=[C:33]([CH3:36])[S:34][CH:35]=3)=[O:30])[CH:20]=2)[CH:6]=[CH:7][CH:8]=1)#[N:2], predict the reactants needed to synthesize it. The reactants are: [C:1]([C:3]1[CH:4]=[C:5](B(O)O)[CH:6]=[CH:7][CH:8]=1)#[N:2].C(=O)([O-])[O-].[K+].[K+].Br[C:19]1[CH:27]=[C:26]2[C:22]([CH:23]=[N:24][NH:25]2)=[C:21]([NH:28][C:29]([C:31]2[N:32]=[C:33]([CH3:36])[S:34][CH:35]=2)=[O:30])[CH:20]=1. (5) Given the product [OH:32][C:30]([CH3:33])([CH3:31])[CH2:29][N:27]1[CH:28]=[C:24]([C:21]2[CH:22]=[CH:23][C:18]([C:2]3[C:11]4[C:6](=[CH:7][CH:8]=[C:9]([NH:12][S:13]([CH3:16])(=[O:15])=[O:14])[CH:10]=4)[CH:5]=[N:4][CH:3]=3)=[CH:19][CH:20]=2)[CH:25]=[N:26]1, predict the reactants needed to synthesize it. The reactants are: Cl[C:2]1[C:11]2[C:6](=[CH:7][CH:8]=[C:9]([NH:12][S:13]([CH3:16])(=[O:15])=[O:14])[CH:10]=2)[CH:5]=[N:4][CH:3]=1.Br[C:18]1[CH:23]=[CH:22][C:21]([C:24]2[CH:25]=[N:26][N:27]([CH2:29][C:30]([CH3:33])([OH:32])[CH3:31])[CH:28]=2)=[CH:20][CH:19]=1.[O-]P([O-])([O-])=O.[K+].[K+].[K+]. (6) The reactants are: [Cl:1][C:2]1[CH:3]=[C:4]([CH:18]=[C:19]([Cl:21])[CH:20]=1)[O:5][C:6]1[CH:14]=[CH:13][C:9]([C:10]([NH2:12])=O)=[CH:8][C:7]=1[N+:15]([O-:17])=[O:16].C(N(C(C)C)C(C)C)C.O(S(C(F)(F)F)(=O)=O)S(C(F)(F)F)(=O)=O.O. Given the product [C:10]([C:9]1[CH:13]=[CH:14][C:6]([O:5][C:4]2[CH:18]=[C:19]([Cl:21])[CH:20]=[C:2]([Cl:1])[CH:3]=2)=[C:7]([N+:15]([O-:17])=[O:16])[CH:8]=1)#[N:12], predict the reactants needed to synthesize it. (7) Given the product [O:29]=[C:17]1[N:16]([C:13]2[CH:14]=[CH:15][C:7]3[C:6]4[NH:32][N:2]=[CH:4][C:5]=4[CH2:11][CH2:10][CH2:9][C:8]=3[CH:12]=2)[CH2:20][C@H:19]([CH2:21][N:22]2[CH:27]=[CH:26][CH:25]=[CH:24][C:23]2=[O:28])[O:18]1, predict the reactants needed to synthesize it. The reactants are: C[N:2]([CH:4]=[C:5]1[CH2:11][CH2:10][CH2:9][C:8]2[CH:12]=[C:13]([N:16]3[CH2:20][C@H:19]([CH2:21][N:22]4[CH:27]=[CH:26][CH:25]=[CH:24][C:23]4=[O:28])[O:18][C:17]3=[O:29])[CH:14]=[CH:15][C:7]=2[C:6]1=O)C.O.[NH2:32]N. (8) Given the product [CH3:1][O:2][C:3](=[O:15])[C:4]1[CH:9]=[CH:8][C:7]([CH:10]([O:14][C:51]2[CH:52]=[C:53]([CH3:54])[C:48]([Br:47])=[C:49]([CH3:56])[CH:50]=2)[CH:11]([CH3:12])[CH3:13])=[CH:6][CH:5]=1, predict the reactants needed to synthesize it. The reactants are: [CH3:1][O:2][C:3](=[O:15])[C:4]1[CH:9]=[CH:8][C:7]([CH:10]([OH:14])[CH:11]([CH3:13])[CH3:12])=[CH:6][CH:5]=1.N(C(N1CCCCC1)=O)=NC(N1CCCCC1)=O.C(P(CCCC)CCCC)CCC.[Br:47][C:48]1[C:53]([CH3:54])=[CH:52][C:51](O)=[CH:50][C:49]=1[CH3:56]. (9) The reactants are: Br[C:2]1[S:3][C:4](Br)=[C:5]2[C:11]=1[O:10][CH2:9][C:8]([CH2:18][CH2:19][CH2:20][CH2:21][CH2:22][CH3:23])([CH2:12][CH2:13][CH2:14][CH2:15][CH2:16][CH3:17])[CH2:7][O:6]2.C[Si:26]([C:29]#C)([CH3:28])[CH3:27].C(Cl)(Cl)Cl.O.C(N[CH:40]([CH3:42])C)(C)C. Given the product [CH2:12]([C:8]1([CH2:18][CH2:19][CH2:20][CH2:21][CH2:22][CH3:23])[CH:7]([C:40]#[CH:42])[O:6][C:5]2=[C:4]([Si:26]([CH3:27])([CH3:28])[CH3:29])[S:3][C:2]([Si:26]([CH3:29])([CH3:28])[CH3:27])=[C:11]2[O:10][CH2:9]1)[CH2:13][CH2:14][CH2:15][CH2:16][CH3:17], predict the reactants needed to synthesize it. (10) Given the product [CH:1]1([C@@:6]([OH:23])([C:18]2[S:19][CH:20]=[CH:21][CH:22]=2)[C:7]([O:9][C@H:10]2[CH2:15][CH2:14][C@H:13]([N:16]([CH2:40][CH2:41][CH2:42][N:43]3[C:47]4[CH:48]=[CH:49][C:50]([CH:52]=[O:53])=[CH:51][C:46]=4[N:45]=[N:44]3)[CH3:17])[CH2:12][CH2:11]2)=[O:8])[CH2:5][CH2:4][CH2:3][CH2:2]1, predict the reactants needed to synthesize it. The reactants are: [CH:1]1([C@@:6]([OH:23])([C:18]2[S:19][CH:20]=[CH:21][CH:22]=2)[C:7]([O:9][C@H:10]2[CH2:15][CH2:14][C@H:13]([NH:16][CH3:17])[CH2:12][CH2:11]2)=[O:8])[CH2:5][CH2:4][CH2:3][CH2:2]1.[I-].[Na+].CCN(C(C)C)C(C)C.CS(O[CH2:40][CH2:41][CH2:42][N:43]1[C:47]2[CH:48]=[CH:49][C:50]([CH:52]=[O:53])=[CH:51][C:46]=2[N:45]=[N:44]1)(=O)=O.